Dataset: Forward reaction prediction with 1.9M reactions from USPTO patents (1976-2016). Task: Predict the product of the given reaction. (1) The product is: [CH2:1]([O:8][C:9]([N:11]1[CH2:16][C@H:15]([O:17][CH2:18][C:19]2[CH:20]=[CH:21][C:22]3[O:27][CH2:26][CH2:25][N:24]([CH2:28][CH2:29][CH2:30][O:31][CH3:32])[C:23]=3[CH:33]=2)[C@@H:14]([C:34]2[CH:35]=[CH:36][C:37]([O:40][CH3:41])=[CH:38][CH:39]=2)[CH2:13][C@H:12]1[CH2:42][CH2:43][C:44](=[O:46])[NH:47][C:48]1[CH:53]=[CH:52][CH:51]=[CH:50][CH:49]=1)=[O:10])[C:2]1[CH:3]=[CH:4][CH:5]=[CH:6][CH:7]=1. Given the reactants [CH2:1]([O:8][C:9]([N:11]1[CH2:16][C@H:15]([O:17][CH2:18][C:19]2[CH:20]=[CH:21][C:22]3[O:27][CH2:26][CH2:25][N:24]([CH2:28][CH2:29][CH2:30][O:31][CH3:32])[C:23]=3[CH:33]=2)[C@@H:14]([C:34]2[CH:39]=[CH:38][C:37]([O:40][CH3:41])=[CH:36][CH:35]=2)[CH2:13][C@H:12]1[CH2:42][CH2:43][C:44]([OH:46])=O)=[O:10])[C:2]1[CH:7]=[CH:6][CH:5]=[CH:4][CH:3]=1.[NH2:47][C:48]1[CH:53]=[CH:52][CH:51]=[CH:50][CH:49]=1, predict the reaction product. (2) Given the reactants C1C2[CH:12]([CH2:14][CH2:15][C:16]([N:18]([C@@H:20]([CH2:24][O:25][C:26]([CH3:29])([CH3:28])[CH3:27])[C:21]([OH:23])=[O:22])[CH3:19])=[O:17])[C:11]3C(=CC=CC=3)C=2C=CC=1.C(N(C(C)C)CC)(C)C.C1C=CC(C(Cl)(C2C(Cl)=CC=CC=2)C2C=CC=CC=2)=CC=1.C(O)(=O)CCC=C.N1C2C(=NC=CC=2)N(O)N=1.C(=NC(C)C)=NC(C)C, predict the reaction product. The product is: [C:26]([O:25][CH2:24][C@H:20]([N:18]([CH3:19])[C:16](=[O:17])[CH2:15][CH2:14][CH:12]=[CH2:11])[C:21]([OH:23])=[O:22])([CH3:29])([CH3:28])[CH3:27]. (3) Given the reactants [OH:1][C:2]1[CH:3]=[CH:4][CH:5]=[C:6]2[C:10]=1[NH:9][CH:8]=[C:7]2[CH2:11][C@H:12]([N:14]([CH2:22][C@@H:23]([C:32]1[CH:33]=[N:34][CH:35]=[CH:36][CH:37]=1)[O:24][Si:25]([CH2:30][CH3:31])([CH2:28][CH3:29])[CH2:26][CH3:27])[C:15](=[O:21])[O:16][C:17]([CH3:20])([CH3:19])[CH3:18])[CH3:13].C(=O)([O-])[O-].[K+].[K+].CC1C=CC(S(O[C@@H:55]([CH3:64])[C:56]([N:58]2[CH2:63][CH2:62][O:61][CH2:60][CH2:59]2)=[O:57])(=O)=O)=CC=1.C(OCC)(=O)C, predict the reaction product. The product is: [CH3:13][C@@H:12]([N:14]([CH2:22][C@@H:23]([C:32]1[CH:33]=[N:34][CH:35]=[CH:36][CH:37]=1)[O:24][Si:25]([CH2:30][CH3:31])([CH2:28][CH3:29])[CH2:26][CH3:27])[C:15](=[O:21])[O:16][C:17]([CH3:20])([CH3:19])[CH3:18])[CH2:11][C:7]1[C:6]2[C:10](=[C:2]([O:1][C@H:55]([CH3:64])[C:56]([N:58]3[CH2:63][CH2:62][O:61][CH2:60][CH2:59]3)=[O:57])[CH:3]=[CH:4][CH:5]=2)[NH:9][CH:8]=1. (4) Given the reactants [CH2:1]([O:3][C:4]([C:6]1[CH:14]=[C:13]([OH:15])[C:9]2[CH:10]=[CH:11][O:12][C:8]=2[CH:7]=1)=[O:5])[CH3:2], predict the reaction product. The product is: [CH2:1]([O:3][C:4]([C:6]1[CH:14]=[C:13]([OH:15])[C:9]2[CH2:10][CH2:11][O:12][C:8]=2[CH:7]=1)=[O:5])[CH3:2]. (5) Given the reactants [C:1]1([S:7]([N:10]2[C:14]3=[N:15][CH:16]=[C:17]([O:19]C)[CH:18]=[C:13]3[CH:12]=[C:11]2[C:21]([C:28]2[CH:33]=[CH:32][C:31]([S:34]([CH3:37])(=[O:36])=[O:35])=[CH:30][CH:29]=2)=[CH:22][CH:23]2[CH2:27][CH2:26][CH2:25][CH2:24]2)(=[O:9])=[O:8])[CH:6]=[CH:5][CH:4]=[CH:3][CH:2]=1.B(Br)(Br)Br.[OH-].[Na+], predict the reaction product. The product is: [C:1]1([S:7]([N:10]2[C:14]3=[N:15][CH:16]=[C:17]([OH:19])[CH:18]=[C:13]3[CH:12]=[C:11]2[C:21]([C:28]2[CH:29]=[CH:30][C:31]([S:34]([CH3:37])(=[O:35])=[O:36])=[CH:32][CH:33]=2)=[CH:22][CH:23]2[CH2:27][CH2:26][CH2:25][CH2:24]2)(=[O:8])=[O:9])[CH:6]=[CH:5][CH:4]=[CH:3][CH:2]=1. (6) Given the reactants Cl[C:2]1[C:11]2=[N:12][N:13](CC3C=CC(OC)=CC=3)[CH:14]=[C:10]2[C:9]2[CH:8]=[C:7]([C:24]#[N:25])[CH:6]=[CH:5][C:4]=2[N:3]=1.[NH:26]1[C:34]2[C:29](=[CH:30][CH:31]=[C:32]([NH2:35])[CH:33]=2)[CH:28]=[N:27]1.Cl, predict the reaction product. The product is: [NH:26]1[C:34]2[C:29](=[CH:30][CH:31]=[C:32]([NH:35][C:2]3[C:11]4=[N:12][NH:13][CH:14]=[C:10]4[C:9]4[CH:8]=[C:7]([C:24]#[N:25])[CH:6]=[CH:5][C:4]=4[N:3]=3)[CH:33]=2)[CH:28]=[N:27]1.